Predict the reaction yield, written as a fraction of the theoretical maximum amount of product (1.0 means a 100% yield; for example, 0.34 means a 34% yield). From a dataset of Reaction yield outcomes from USPTO patents with 853,638 reactions. (1) The reactants are [CH2:1]([N:3]([CH2:11][C:12]1[CH:13]=[N:14][CH:15]=[C:16]([C:19]2[CH:20]=[C:21]3[C:25](=[CH:26][CH:27]=2)[N:24]([CH:28]2[CH2:33][CH2:32][CH2:31][CH2:30][O:29]2)[N:23]=[C:22]3[C:34]2[NH:35][C:36]([C:39]([NH:41][CH2:42][C:43]3[CH:44]=NC=CC=3)=[O:40])=[CH:37][N:38]=2)[C:17]=1[CH3:18])[C:4](=[O:10])[O:5][C:6]([CH3:9])([CH3:8])[CH3:7])[CH3:2].[C:49]([O:53]C(N(CC1C(C)=C(C2C=C3C(=CC=2)N(C2CCCCO2)N=C3C2NC(C(O)=O)=CN=2)C=NC=1)CC)=O)(C)([CH3:51])[CH3:50].CCN(CC)CC.C[C@H]1O[C@@H](C)CNC1.CN(C(ON1N=NC2C=CC=NC1=2)=[N+](C)C)C.F[P-](F)(F)(F)(F)F. The catalyst is C(Cl)Cl. The product is [CH3:44][C@H:43]1[O:53][C@@H:49]([CH3:51])[CH2:50][N:41]([C:39]([C:36]2[NH:35][C:34]([C:22]3[C:21]4[C:25](=[CH:26][CH:27]=[C:19]([C:16]5[C:17]([CH3:18])=[C:12]([CH2:11][N:3]([CH2:1][CH3:2])[C:4](=[O:10])[O:5][C:6]([CH3:9])([CH3:8])[CH3:7])[CH:13]=[N:14][CH:15]=5)[CH:20]=4)[N:24]([CH:28]4[CH2:33][CH2:32][CH2:31][CH2:30][O:29]4)[N:23]=3)=[N:38][CH:37]=2)=[O:40])[CH2:42]1. The yield is 0.270. (2) The reactants are [N:1]1([CH2:7][CH2:8][CH2:9][O:10][C:11]2[CH:16]=[CH:15][C:14]([NH2:17])=[CH:13][CH:12]=2)[CH2:6][CH2:5][CH2:4][CH2:3][CH2:2]1.[F:18][C:19]1[CH:20]=[C:21]2[C:25](=[CH:26][CH:27]=1)[NH:24][C:23](=[O:28])[C:22]2=[CH:29]O. No catalyst specified. The product is [F:18][C:19]1[CH:20]=[C:21]2[C:25](=[CH:26][CH:27]=1)[NH:24][C:23](=[O:28])[C:22]2=[CH:29][NH:17][C:14]1[CH:13]=[CH:12][C:11]([O:10][CH2:9][CH2:8][CH2:7][N:1]2[CH2:2][CH2:3][CH2:4][CH2:5][CH2:6]2)=[CH:16][CH:15]=1. The yield is 0.470. (3) The reactants are [OH:1][C:2]1[CH:11]=[C:10]([NH:12][C:13]([C:15]2[S:16][C:17]([CH:23]([CH3:25])[CH3:24])=[C:18]([CH:20]([CH3:22])[CH3:21])[CH:19]=2)=[O:14])[CH:9]=[CH:8][C:3]=1[C:4]([O:6]C)=[O:5]. The catalyst is [OH-].[Na+]. The product is [OH:1][C:2]1[CH:11]=[C:10]([NH:12][C:13]([C:15]2[S:16][C:17]([CH:23]([CH3:25])[CH3:24])=[C:18]([CH:20]([CH3:21])[CH3:22])[CH:19]=2)=[O:14])[CH:9]=[CH:8][C:3]=1[C:4]([OH:6])=[O:5]. The yield is 0.730. (4) The catalyst is C1COCC1. The yield is 0.720. The product is [CH2:1]([NH:13][C:22](=[O:21])[C:23]1[CH:24]=[C:25]([C:40]2[CH:45]=[CH:44][CH:43]=[C:42]([Cl:46])[CH:41]=2)[C:26]([O:36][CH2:37][CH2:38][OH:39])=[C:27]([C:29]2[CH:34]=[CH:33][CH:32]=[C:31]([Cl:35])[CH:30]=2)[CH:28]=1)[CH2:2][CH2:3][CH2:4][CH2:5][CH2:6][CH2:7][CH2:8][CH2:9][CH2:10][CH2:11][CH3:12]. The reactants are [CH2:1]([NH2:13])[CH2:2][CH2:3][CH2:4][CH2:5][CH2:6][CH2:7][CH2:8][CH2:9][CH2:10][CH2:11][CH3:12].[Li]CCCC.C([O:21][C:22](=O)[C:23]1[CH:28]=[C:27]([C:29]2[CH:34]=[CH:33][CH:32]=[C:31]([Cl:35])[CH:30]=2)[C:26]([O:36][CH2:37][CH2:38][OH:39])=[C:25]([C:40]2[CH:45]=[CH:44][CH:43]=[C:42]([Cl:46])[CH:41]=2)[CH:24]=1)C. (5) The reactants are O(S(C(F)(F)F)(=O)=O)S(C(F)(F)F)(=O)=O.[CH2:16]([O:23][N:24]1[C:30](=[O:31])[N:29]2[CH2:32][C@H:25]1[CH2:26][CH2:27][C@H:28]2[C:33]([NH:35][NH:36][C:37](=O)[CH2:38][CH2:39][NH:40][C:41](=[O:47])[O:42][C:43]([CH3:46])([CH3:45])[CH3:44])=[O:34])[C:17]1[CH:22]=[CH:21][CH:20]=[CH:19][CH:18]=1.N1C=CC=CC=1.C([O-])(O)=O.[Na+]. The catalyst is C(Cl)Cl. The product is [CH2:16]([O:23][N:24]1[C:30](=[O:31])[N:29]2[CH2:32][C@H:25]1[CH2:26][CH2:27][C@H:28]2[C:33]1[O:34][C:37]([CH2:38][CH2:39][NH:40][C:41](=[O:47])[O:42][C:43]([CH3:46])([CH3:44])[CH3:45])=[N:36][N:35]=1)[C:17]1[CH:22]=[CH:21][CH:20]=[CH:19][CH:18]=1. The yield is 0.420.